Task: Predict which catalyst facilitates the given reaction.. Dataset: Catalyst prediction with 721,799 reactions and 888 catalyst types from USPTO Reactant: Br[CH2:2][C:3]1[CH:8]=[CH:7][C:6]([C-:9]2[CH:13]=[CH:12][CH:11]=[CH:10]2)=[CH:5][CH:4]=1.[CH-:14]1[CH:18]=[CH:17][CH:16]=[CH:15]1.[Fe+2:19].[C:20]([O-:23])(=[S:22])[CH3:21].[K+]. Product: [C:20]([S:22][CH2:2][C:3]1[CH:8]=[CH:7][C:6]([C-:9]2[CH:13]=[CH:12][CH:11]=[CH:10]2)=[CH:5][CH:4]=1)(=[O:23])[CH3:21].[CH-:14]1[CH:18]=[CH:17][CH:16]=[CH:15]1.[Fe+2:19]. The catalyst class is: 3.